Dataset: Forward reaction prediction with 1.9M reactions from USPTO patents (1976-2016). Task: Predict the product of the given reaction. Given the reactants N[CH:2]1[CH2:7]C[N:5]([C:8]2[CH:13]=[CH:12][N:11]=[CH:10][CH:9]=2)[CH2:4][CH2:3]1.ClC[C:16]1[N:20]([CH2:21][C:22](=[O:30])[NH:23][CH:24]2[CH2:29][CH2:28][CH2:27][CH2:26][CH2:25]2)[C:19]2[CH:31]=[CH:32][C:33]([C:35]#[N:36])=[CH:34][C:18]=2[N:17]=1.[CH2:37]([N:39](CC)CC)[CH3:38], predict the reaction product. The product is: [CH:24]1([NH:23][C:22]([CH2:21][N:20]2[C:19]3[CH:31]=[CH:32][C:33]([C:35]#[N:36])=[CH:34][C:18]=3[N:17]=[C:16]2[CH:4]([NH:5][CH:8]2[CH2:9][CH2:10][NH:11][CH2:12][CH2:13]2)[C:3]2[CH:2]=[CH:7][N:39]=[CH:37][CH:38]=2)=[O:30])[CH2:29][CH2:28][CH2:27][CH2:26][CH2:25]1.